From a dataset of Cav3 T-type calcium channel HTS with 100,875 compounds. Binary Classification. Given a drug SMILES string, predict its activity (active/inactive) in a high-throughput screening assay against a specified biological target. (1) The compound is FC(F)(F)c1cc(NC(=O)CCCN2C(=O)CCC2=O)ccc1. The result is 0 (inactive). (2) The molecule is s1c2nc(oc(=O)c2c(c2ccccc2)c1)C. The result is 0 (inactive).